From a dataset of Full USPTO retrosynthesis dataset with 1.9M reactions from patents (1976-2016). Predict the reactants needed to synthesize the given product. (1) Given the product [Br:12][CH2:13][C:14]([O:1][C:2]1[CH:3]=[CH:4][C:5]([NH:8][C:9](=[O:11])[CH3:10])=[CH:6][CH:7]=1)=[O:15], predict the reactants needed to synthesize it. The reactants are: [OH:1][C:2]1[CH:7]=[CH:6][C:5]([NH:8][C:9](=[O:11])[CH3:10])=[CH:4][CH:3]=1.[Br:12][CH2:13][C:14](Cl)=[O:15]. (2) Given the product [Cl:20][C:9]1[CH:10]=[CH:11][CH:12]=[C:13]([O:14][C@H:15]([CH2:17][CH:18]=[CH2:19])[CH3:16])[C:8]=1[C:6]1[C:5]([CH3:21])=[CH:4][CH:3]=[C:2]([B:25]2[O:26][C:27]([CH3:29])([CH3:28])[C:23]([CH3:39])([CH3:22])[O:24]2)[CH:7]=1, predict the reactants needed to synthesize it. The reactants are: Br[C:2]1[CH:3]=[CH:4][C:5]([CH3:21])=[C:6]([C:8]2[C:13]([O:14][C@H:15]([CH2:17][CH:18]=[CH2:19])[CH3:16])=[CH:12][CH:11]=[CH:10][C:9]=2[Cl:20])[CH:7]=1.[CH3:22][C:23]1([CH3:39])[C:27]([CH3:29])([CH3:28])[O:26][B:25]([B:25]2[O:26][C:27]([CH3:29])([CH3:28])[C:23]([CH3:39])([CH3:22])[O:24]2)[O:24]1.C([O-])(=O)C.[K+].C(Cl)Cl. (3) Given the product [NH2:1][C:2]1[N:7]=[C:6]([C:8]2[N:12]([CH2:13][O:14][CH2:15][CH2:16][Si:17]([CH3:20])([CH3:19])[CH3:18])[C:11]([C:21]3[CH:26]=[C:25]([Cl:27])[CH:24]=[CH:23][C:22]=3[CH3:28])=[C:10]([C:29]([O:31][CH2:32][CH3:33])=[O:30])[CH:9]=2)[C:5]([C:36]#[C:35][Si:37]([CH3:40])([CH3:39])[CH3:38])=[CH:4][N:3]=1, predict the reactants needed to synthesize it. The reactants are: [NH2:1][C:2]1[N:7]=[C:6]([C:8]2[N:12]([CH2:13][O:14][CH2:15][CH2:16][Si:17]([CH3:20])([CH3:19])[CH3:18])[C:11]([C:21]3[CH:26]=[C:25]([Cl:27])[CH:24]=[CH:23][C:22]=3[CH3:28])=[C:10]([C:29]([O:31][CH2:32][CH3:33])=[O:30])[CH:9]=2)[C:5](I)=[CH:4][N:3]=1.[C:35]([Si:37]([CH3:40])([CH3:39])[CH3:38])#[CH:36].C(N(CC)CC)C.CN(C)CCN(C)C. (4) Given the product [CH3:13][C:10]1([CH3:14])[O:9][CH:8]([C:5]2[CH:6]=[CH:7][C:2]([CH:28]=[O:29])=[N:3][CH:4]=2)[CH2:12][O:11]1, predict the reactants needed to synthesize it. The reactants are: Br[C:2]1[CH:7]=[CH:6][C:5]([CH:8]2[CH2:12][O:11][C:10]([CH3:14])([CH3:13])[O:9]2)=[CH:4][N:3]=1.CCCCCC.C([Li])CCC.CN(C)[CH:28]=[O:29].O. (5) Given the product [OH:22][C@H:19]1[CH2:20][CH2:21][C@H:16]([NH:15][C:12]([NH:11][C:1]23[CH2:10][CH:5]4[CH2:6][CH:7]([CH2:9][CH:3]([CH2:4]4)[CH2:2]2)[CH2:8]3)=[O:13])[CH2:17][CH2:18]1, predict the reactants needed to synthesize it. The reactants are: [C:1]12([N:11]=[C:12]=[O:13])[CH2:10][CH:5]3[CH2:6][CH:7]([CH2:9][CH:3]([CH2:4]3)[CH2:2]1)[CH2:8]2.Cl.[NH2:15][C@H:16]1[CH2:21][CH2:20][C@H:19]([OH:22])[CH2:18][CH2:17]1.C(N(CC)CC)C.O.